This data is from Reaction yield outcomes from USPTO patents with 853,638 reactions. The task is: Predict the reaction yield, written as a fraction of the theoretical maximum amount of product (1.0 means a 100% yield; for example, 0.34 means a 34% yield). The reactants are [CH3:1][S:2]([C:4]1[CH:9]=[CH:8][C:7]([N:10]2[C:14]3[CH:15]=[C:16]([C:19]4[O:23][C:22]([SH:24])=[N:21][N:20]=4)[CH:17]=[CH:18][C:13]=3[N:12]=[CH:11]2)=[CH:6][CH:5]=1)=[O:3].[F:25][C:26]1[CH:27]=[C:28]([CH:31]=[CH:32][CH:33]=1)[CH2:29]Br. No catalyst specified. The product is [F:25][C:26]1[CH:27]=[C:28]([CH:31]=[CH:32][CH:33]=1)[CH2:29][S:24][C:22]1[O:23][C:19]([C:16]2[CH:17]=[CH:18][C:13]3[N:12]=[CH:11][N:10]([C:7]4[CH:8]=[CH:9][C:4]([S:2]([CH3:1])=[O:3])=[CH:5][CH:6]=4)[C:14]=3[CH:15]=2)=[N:20][N:21]=1. The yield is 0.770.